Binary Classification. Given a drug SMILES string, predict its activity (active/inactive) in a high-throughput screening assay against a specified biological target. From a dataset of M1 muscarinic receptor antagonist screen with 61,756 compounds. (1) The molecule is P(=O)(N1CCOCC1)(N1CCOCC1)/C(N1CCCCC1)=N\O. The result is 0 (inactive). (2) The drug is S(=O)(=O)(c1ccc(NC(=O)CC)cc1)c1ccc(NC(=O)CC)cc1. The result is 0 (inactive). (3) The drug is S(c1n(C(C)C)c2c(n(c(=O)[nH]c2=O)C)n1)CCCCC. The result is 0 (inactive). (4) The compound is Fc1cc(NC(=O)c2cc3OCOc3cc2)ccc1. The result is 0 (inactive). (5) The result is 0 (inactive). The molecule is s1c2c(CCCC2)c(c1NC(=O)CCN1CCOCC1)C(OC)=O. (6) The molecule is o1c2c(cc(CCC(=O)C)cc2)c(c1C(O)=O)C. The result is 0 (inactive). (7) The molecule is s1c2c(nc1SCC(OC)=O)ccc(NC(=O)CSc1n(nnn1)Cc1ccccc1)c2. The result is 0 (inactive).